From a dataset of Forward reaction prediction with 1.9M reactions from USPTO patents (1976-2016). Predict the product of the given reaction. (1) Given the reactants [C:1]12([CH2:11][C:12](O)=[O:13])[CH2:10][CH:5]3[CH2:6][CH:7]([CH2:9][CH:3]([CH2:4]3)[CH2:2]1)[CH2:8]2.CCN=C=N[CH2:20][CH2:21][CH2:22][N:23](C)C.C(N(CC)CC)C.[S:33]1C(NC)=C[C:35]2[CH:40]=[CH:41][CH:42]=[CH:43][C:34]1=2, predict the reaction product. The product is: [C:1]12([CH2:11][C:12]([NH:23][CH2:22][C:21]3[S:33][C:34]4[CH:43]=[CH:42][CH:41]=[CH:40][C:35]=4[CH:20]=3)=[O:13])[CH2:10][CH:5]3[CH2:4][CH:3]([CH2:9][CH:7]([CH2:6]3)[CH2:8]1)[CH2:2]2. (2) Given the reactants Cl.[NH2:2][C@H:3]1[CH2:8][CH2:7][C@H:6]([C:9]([O:11][CH3:12])=[O:10])[CH2:5][CH2:4]1.[C:13]([O-])(=O)[CH3:14].[Na+].[C:18](O[BH-](OC(=O)C)OC(=O)C)(=O)C.[Na+].C(=O)([O-])[O-].[K+].[K+].[C:38](O[C:38]([O:40][C:41]([CH3:44])([CH3:43])[CH3:42])=[O:39])([O:40][C:41]([CH3:44])([CH3:43])[CH3:42])=[O:39], predict the reaction product. The product is: [C:41]([O:40][C:38]([N:2]([CH:13]([CH3:14])[CH3:18])[C@H:3]1[CH2:4][CH2:5][C@H:6]([C:9]([O:11][CH3:12])=[O:10])[CH2:7][CH2:8]1)=[O:39])([CH3:44])([CH3:43])[CH3:42].